From a dataset of Full USPTO retrosynthesis dataset with 1.9M reactions from patents (1976-2016). Predict the reactants needed to synthesize the given product. (1) The reactants are: [N+:1]([C:4]1[CH:5]=[C:6]([C:10]([NH:12][NH2:13])=[O:11])[CH:7]=[CH:8][CH:9]=1)([O-:3])=[O:2].[N-:14]=[C:15]=[S:16].[CH3:17][S:18][C:19]1[CH:24]=[CH:23][CH:22]=[CH:21][CH:20]=1. Given the product [CH3:17][S:18][C:19]1[CH:24]=[CH:23][C:22]([NH:14][C:15]([NH:13][NH:12][C:10]([C:6]2[CH:7]=[CH:8][CH:9]=[C:4]([N+:1]([O-:3])=[O:2])[CH:5]=2)=[O:11])=[S:16])=[CH:21][CH:20]=1, predict the reactants needed to synthesize it. (2) Given the product [Br:1][C:2]1[CH:9]=[CH:8][C:5]([CH:6]([C:14]2[CH:15]=[CH:16][C:11]([Cl:10])=[CH:12][CH:13]=2)[OH:7])=[CH:4][CH:3]=1, predict the reactants needed to synthesize it. The reactants are: [Br:1][C:2]1[CH:9]=[CH:8][C:5]([CH:6]=[O:7])=[CH:4][CH:3]=1.[Cl:10][C:11]1[CH:16]=[CH:15][C:14]([Mg]Br)=[CH:13][CH:12]=1.[Cl-].[NH4+].C(OCC)(=O)C. (3) Given the product [CH3:2][O:3][C:4](=[O:11])[CH2:5][C@H:6]1[CH2:10][CH2:9][CH2:8][N:7]1[C:15]1[C:16]([N+:20]([O-:22])=[O:21])=[CH:17][N:18]=[C:13]([Cl:12])[N:14]=1, predict the reactants needed to synthesize it. The reactants are: Cl.[CH3:2][O:3][C:4](=[O:11])[CH2:5][C@H:6]1[CH2:10][CH2:9][CH2:8][NH:7]1.[Cl:12][C:13]1[N:18]=[C:17](Cl)[C:16]([N+:20]([O-:22])=[O:21])=[CH:15][N:14]=1.C(=O)(O)[O-].[Na+].C(OCC)(=O)C. (4) Given the product [C:69]([C@@H:36]([NH:35][C:34]([C@H:31]1[CH2:30][CH2:29][C@H:28]([CH2:27][NH:26][C:25]([CH2:24][CH2:23][CH2:22][CH2:21][CH2:20][CH2:19][CH2:18][CH2:17][CH2:16][CH2:15][CH2:14][CH2:13][CH2:12][CH2:11][CH2:10][CH2:9][CH2:8][CH2:7][C:6]([OH:78])=[O:5])=[O:77])[CH2:33][CH2:32]1)=[O:76])[CH2:37][CH2:38][C:39](=[O:68])[NH:40][CH2:41][CH2:42][O:43][CH2:44][CH2:45][O:46][CH2:47][C:48](=[O:67])[NH:49][CH2:50][CH2:51][O:52][CH2:53][CH2:54][O:55][CH2:56][C:57]([O:59][N:60]1[C:64](=[O:65])[CH2:63][CH2:62][C:61]1=[O:66])=[O:58])([OH:71])=[O:70], predict the reactants needed to synthesize it. The reactants are: C([O:5][C:6](=[O:78])[CH2:7][CH2:8][CH2:9][CH2:10][CH2:11][CH2:12][CH2:13][CH2:14][CH2:15][CH2:16][CH2:17][CH2:18][CH2:19][CH2:20][CH2:21][CH2:22][CH2:23][CH2:24][C:25](=[O:77])[NH:26][CH2:27][C@H:28]1[CH2:33][CH2:32][C@H:31]([C:34](=[O:76])[NH:35][C@H:36]([C:69]([O:71]C(C)(C)C)=[O:70])[CH2:37][CH2:38][C:39](=[O:68])[NH:40][CH2:41][CH2:42][O:43][CH2:44][CH2:45][O:46][CH2:47][C:48](=[O:67])[NH:49][CH2:50][CH2:51][O:52][CH2:53][CH2:54][O:55][CH2:56][C:57]([O:59][N:60]2[C:64](=[O:65])[CH2:63][CH2:62][C:61]2=[O:66])=[O:58])[CH2:30][CH2:29]1)(C)(C)C. (5) Given the product [NH2:30][C:31]1[N:32]=[C:33]([NH:40][CH2:41][CH2:42][NH:43][C:13]2[N:14]=[C:9]([C:3]3[CH:4]=[CH:5][C:6]([Cl:8])=[CH:7][C:2]=3[Cl:1])[C:10]3[CH2:22][N:21]([C:23]([O:25][C:26]([CH3:29])([CH3:28])[CH3:27])=[O:24])[CH2:20][CH2:19][C:11]=3[N:12]=2)[CH:34]=[CH:35][C:36]=1[N+:37]([O-:39])=[O:38], predict the reactants needed to synthesize it. The reactants are: [Cl:1][C:2]1[CH:7]=[C:6]([Cl:8])[CH:5]=[CH:4][C:3]=1[C:9]1[C:10]2[CH2:22][N:21]([C:23]([O:25][C:26]([CH3:29])([CH3:28])[CH3:27])=[O:24])[CH2:20][CH2:19][C:11]=2[N:12]=[C:13](S(C)(=O)=O)[N:14]=1.[NH2:30][C:31]1[C:36]([N+:37]([O-:39])=[O:38])=[CH:35][CH:34]=[C:33]([NH:40][CH2:41][CH2:42][NH2:43])[N:32]=1. (6) Given the product [Cl:52][C:34]1[CH:33]=[N:32][C:31]2[NH:30][C:28]3[C:27]([O:53][CH3:54])=[CH:26][C:25]([N:55]4[CH2:60][CH2:59][N:58]([CH3:61])[CH2:57][CH2:56]4)=[C:24]([CH:29]=3)[CH:45]=[CH:44][C:42]3[CH:43]=[C:38]([NH:37][C:35]=1[N:36]=2)[C:39]([S:46]([CH:49]([CH3:50])[CH3:51])(=[O:47])=[O:48])=[CH:40][CH:41]=3, predict the reactants needed to synthesize it. The reactants are: C1(C)C=CC=CC=1P(C1C=CC=CC=1C)C1C=CC=CC=1C.Br[C:24]1[C:25]([N:55]2[CH2:60][CH2:59][N:58]([CH3:61])[CH2:57][CH2:56]2)=[CH:26][C:27]([O:53][CH3:54])=[C:28]([NH:30][C:31]2[N:36]=[C:35]([NH:37][C:38]3[CH:43]=[C:42]([CH:44]=[CH2:45])[CH:41]=[CH:40][C:39]=3[S:46]([CH:49]([CH3:51])[CH3:50])(=[O:48])=[O:47])[C:34]([Cl:52])=[CH:33][N:32]=2)[CH:29]=1.CCN(CC)CC. (7) Given the product [Cl:15][C:12]1[N:13]=[CH:14][C:9]([CH2:8][NH:7][C:4](=[O:6])[CH2:3][C:1]#[N:2])=[CH:10][CH:11]=1, predict the reactants needed to synthesize it. The reactants are: [C:1]([CH2:3][C:4]([OH:6])=O)#[N:2].[NH2:7][CH2:8][C:9]1[CH:10]=[CH:11][C:12]([Cl:15])=[N:13][CH:14]=1.Cl.CN(C)CCCN=C=NCC.Cl. (8) The reactants are: [F:1][C:2]1[CH:3]=[C:4]([CH2:9][C@@H:10]([C:25]2[C:30]([C:31]3[CH:32]=[C:33]([CH:37]=[CH:38][CH:39]=3)[C:34]([NH2:36])=[O:35])=[CH:29][CH:28]=[CH:27][N:26]=2)[NH:11][C:12](=[O:24])[CH2:13][C:14]2[C:22]3[C:17](=[CH:18][CH:19]=C(F)[CH:21]=3)[NH:16][CH:15]=2)[CH:5]=[C:6]([F:8])[CH:7]=1.[F:40][C:41]([F:46])([F:45])[C:42](O)=O.N[C@H](C1C(C2C=C(C=CC=2)C(N)=O)=CC=CN=1)CC1C=C(F)C=C(F)C=1.FC(F)(F)C1C=C2C(=CC=1)NC=C2CC(O)=O. Given the product [F:1][C:2]1[CH:3]=[C:4]([CH2:9][C@@H:10]([C:25]2[C:30]([C:31]3[CH:32]=[C:33]([CH:37]=[CH:38][CH:39]=3)[C:34]([NH2:36])=[O:35])=[CH:29][CH:28]=[CH:27][N:26]=2)[NH:11][C:12](=[O:24])[CH2:13][C:14]2[C:22]3[C:17](=[CH:18][CH:19]=[C:42]([C:41]([F:46])([F:45])[F:40])[CH:21]=3)[NH:16][CH:15]=2)[CH:5]=[C:6]([F:8])[CH:7]=1, predict the reactants needed to synthesize it.